From a dataset of Catalyst prediction with 721,799 reactions and 888 catalyst types from USPTO. Predict which catalyst facilitates the given reaction. (1) Reactant: [C:1]([C:5]1[CH:10]=[C:9]([Cl:11])[CH:8]=[CH:7][C:6]=1[OH:12])([CH3:4])([CH3:3])[CH3:2].[CH2:13](Br)[CH:14]=[CH2:15].C(=O)([O-])[O-].[K+].[K+].C(OCC=C)C=C.C(C1C(C(F)(F)F)=CC=C(Cl)C=1O)C=C. Product: [CH2:15]([C:7]1[CH:8]=[C:9]([Cl:11])[CH:10]=[C:5]([C:1]([CH3:4])([CH3:2])[CH3:3])[C:6]=1[OH:12])[CH:14]=[CH2:13]. The catalyst class is: 728. (2) Reactant: [C:1]([C:4]1[O:5][CH:6]=[CH:7][CH:8]=1)(=[O:3])[CH3:2].[Br-].[Br-].[Br-].C([N+](CCCC)(CCCC)CCCC)CCC.C([N+](CCCC)(CCCC)CCCC)CCC.C([N+](CCCC)(CCCC)CCCC)CCC.[S-:63][C:64]#[N:65].[Na+].C(=O)(O)[O-].[Na+]. Product: [O:5]1[CH:6]=[CH:7][CH:8]=[C:4]1[C:1]([CH2:2][S:63][C:64]#[N:65])=[O:3]. The catalyst class is: 8. (3) Reactant: [Br:1][C:2]1[CH:3]=[C:4]([OH:8])[CH:5]=[CH:6][CH:7]=1.C(N(CC)CC)C.[C:16](OC(=O)C)(=[O:18])[CH3:17]. Product: [C:16]([O:8][C:4]1[CH:5]=[CH:6][CH:7]=[C:2]([Br:1])[CH:3]=1)(=[O:18])[CH3:17]. The catalyst class is: 4. (4) Reactant: [OH:1][C@@H:2]1[C@@H:7]([CH2:8][NH:9]CC2C=CC=CC=2)[CH2:6][CH2:5][N:4]([C:17]([O:19][C:20]([CH3:23])([CH3:22])[CH3:21])=[O:18])[CH2:3]1.[H][H]. Product: [NH2:9][CH2:8][C@H:7]1[CH2:6][CH2:5][N:4]([C:17]([O:19][C:20]([CH3:22])([CH3:21])[CH3:23])=[O:18])[CH2:3][C@@H:2]1[OH:1]. The catalyst class is: 19.